Dataset: Forward reaction prediction with 1.9M reactions from USPTO patents (1976-2016). Task: Predict the product of the given reaction. (1) The product is: [CH2:1]([C:8]1[CH:9]=[N:10][C:11]2[C:16]([C:17]=1[C:18]1[CH:19]=[C:20]([NH:24][CH2:34][C:33]3[CH:36]=[CH:37][CH:38]=[C:39]([O:40][CH3:41])[C:32]=3[O:31][CH2:29][CH3:30])[CH:21]=[CH:22][CH:23]=1)=[CH:15][CH:14]=[CH:13][C:12]=2[C:25]([F:28])([F:26])[F:27])[C:2]1[CH:3]=[CH:4][CH:5]=[CH:6][CH:7]=1. Given the reactants [CH2:1]([C:8]1[CH:9]=[N:10][C:11]2[C:16]([C:17]=1[C:18]1[CH:19]=[C:20]([NH2:24])[CH:21]=[CH:22][CH:23]=1)=[CH:15][CH:14]=[CH:13][C:12]=2[C:25]([F:28])([F:27])[F:26])[C:2]1[CH:7]=[CH:6][CH:5]=[CH:4][CH:3]=1.[CH2:29]([O:31][C:32]1[C:39]([O:40][CH3:41])=[CH:38][CH:37]=[CH:36][C:33]=1[CH:34]=O)[CH3:30], predict the reaction product. (2) Given the reactants C([O:3][C:4]([C:6]1[CH:7]=[C:8]2[C:13](=[CH:14][CH:15]=1)[NH:12][CH:11]([C:16]1[CH:21]=[C:20]([N:22]3[CH2:27][CH2:26][O:25][CH2:24][CH2:23]3)[CH:19]=[CH:18][C:17]=1[CH2:28][CH3:29])[CH2:10][C:9]2([CH3:31])[CH3:30])=[O:5])C.[OH-].[Na+].Cl, predict the reaction product. The product is: [CH2:28]([C:17]1[CH:18]=[CH:19][C:20]([N:22]2[CH2:27][CH2:26][O:25][CH2:24][CH2:23]2)=[CH:21][C:16]=1[CH:11]1[CH2:10][C:9]([CH3:31])([CH3:30])[C:8]2[C:13](=[CH:14][CH:15]=[C:6]([C:4]([OH:5])=[O:3])[CH:7]=2)[NH:12]1)[CH3:29]. (3) Given the reactants Br[C:2]1[CH:35]=[C:34]([Cl:36])[CH:33]=[CH:32][C:3]=1[CH2:4][CH2:5][NH:6][C:7]([C:9]1[CH:31]=[CH:30][C:12]([O:13][C:14]2[CH:23]=[C:22]3[C:17]([CH:18]([C:24]([O:26][CH2:27][CH3:28])=[O:25])[CH2:19][CH2:20][O:21]3)=[CH:16][C:15]=2[Cl:29])=[CH:11][CH:10]=1)=[O:8].P([O-])([O-])([O-])=O.[K+].[K+].[K+].C1(P([CH:58]2[CH2:63][CH2:62]CCC2)C2CCCCC2)CCCCC1.C1(B(O)O)CC1, predict the reaction product. The product is: [Cl:29][C:15]1[CH:16]=[C:17]2[C:22](=[CH:23][C:14]=1[O:13][C:12]1[CH:30]=[CH:31][C:9]([C:7](=[O:8])[NH:6][CH2:5][CH2:4][C:3]3[CH:32]=[CH:33][C:34]([Cl:36])=[CH:35][C:2]=3[CH:62]3[CH2:63][CH2:58]3)=[CH:10][CH:11]=1)[O:21][CH2:20][CH2:19][CH:18]2[C:24]([O:26][CH2:27][CH3:28])=[O:25]. (4) Given the reactants Cl[C:2]1[C:10]2[C:6](=[N:7][O:8][N:9]=2)[C:5]([N+:11]([O-:13])=[O:12])=[CH:4][CH:3]=1.[CH3:14][O-:15].[Na+].[NH4+].[Cl-], predict the reaction product. The product is: [CH3:14][O:15][C:2]1[C:10]2[C:6](=[N:7][O:8][N:9]=2)[C:5]([N+:11]([O-:13])=[O:12])=[CH:4][CH:3]=1.